From a dataset of Catalyst prediction with 721,799 reactions and 888 catalyst types from USPTO. Predict which catalyst facilitates the given reaction. (1) Reactant: [NH2:1][C:2]1[CH:7]=[CH:6][C:5]([N:8]2[C:14](=[O:15])[CH2:13][C:12](=[O:16])[NH:11][C:10]3[C:17]4[C:22]([CH:23]=[CH:24][C:9]2=3)=[CH:21][CH:20]=[CH:19][CH:18]=4)=[CH:4][CH:3]=1.[C:25]1([CH2:31][S:32](Cl)(=[O:34])=[O:33])[CH:30]=[CH:29][CH:28]=[CH:27][CH:26]=1. Product: [O:16]=[C:12]1[NH:11][C:10]2[C:17]3[C:22]([CH:23]=[CH:24][C:9]=2[N:8]([C:5]2[CH:6]=[CH:7][C:2]([NH:1][S:32]([CH2:31][C:25]4[CH:30]=[CH:29][CH:28]=[CH:27][CH:26]=4)(=[O:34])=[O:33])=[CH:3][CH:4]=2)[C:14](=[O:15])[CH2:13]1)=[CH:21][CH:20]=[CH:19][CH:18]=3. The catalyst class is: 17. (2) Reactant: [NH:1]1[C:9]2[C:4](=[CH:5][CH:6]=[CH:7][CH:8]=2)[C:3](/[CH:10]=[CH:11]/[C:12]2[CH:17]=[CH:16][CH:15]=[CH:14][C:13]=2[NH2:18])=[N:2]1.C(N(CC)CC)C.C[O:27][C:28](=O)[C:29]1[CH:34]=[CH:33][CH:32]=[C:31]([N+:35]([O-:37])=[O:36])[C:30]=1[CH2:38]Br.O. Product: [NH:1]1[C:9]2[C:4](=[CH:5][CH:6]=[CH:7][CH:8]=2)[C:3](/[CH:10]=[CH:11]/[C:12]2[CH:17]=[CH:16][CH:15]=[CH:14][C:13]=2[N:18]2[CH2:38][C:30]3[C:29](=[CH:34][CH:33]=[CH:32][C:31]=3[N+:35]([O-:37])=[O:36])[C:28]2=[O:27])=[N:2]1. The catalyst class is: 3. (3) Reactant: [Cl:1][C:2]1[CH:3]=[C:4]([C:8]2([C:13]3[CH:17]=[C:16]([CH:18]4OCC[O:19]4)[S:15][CH:14]=3)[CH2:12][CH2:11][CH2:10][NH:9]2)[CH:5]=[CH:6][CH:7]=1.Cl.C([O-])(O)=O.[Na+]. Product: [Cl:1][C:2]1[CH:3]=[C:4]([C:8]2([C:13]3[CH:17]=[C:16]([CH:18]=[O:19])[S:15][CH:14]=3)[CH2:12][CH2:11][CH2:10][NH:9]2)[CH:5]=[CH:6][CH:7]=1. The catalyst class is: 95. (4) Reactant: [CH3:1][CH2:2][CH2:3][CH2:4][CH2:5][CH2:6][CH2:7][CH2:8][CH2:9][CH2:10][CH2:11][CH2:12][CH2:13][CH2:14][CH2:15][C:16]([NH:18][C:19]1[CH:25]=[CH:24][N:23]([C@@H:26]2[O:30][C@H:29]([CH2:31][OH:32])[C@@H:28]([OH:33])[C@@H:27]2C#N)[C:21](=[O:22])[N:20]=1)=[O:17].[C@@H]1(N2C=CC(N)=NC2=O)O[C@H](CO)[C@@H](O)[C@H]1[OH:38].C(OC(=O)CCCCCCCCCCCCCCC)(=O)CCCCCCCCCCCCCCC. Product: [C:16]([NH:18][C:19]1[CH:25]=[CH:24][N:23]([C@@H:26]2[O:30][C@H:29]([CH2:31][OH:32])[C@@H:28]([OH:33])[C@H:27]2[OH:38])[C:21](=[O:22])[N:20]=1)(=[O:17])[CH2:15][CH2:14][CH2:13][CH2:12][CH2:11][CH2:10][CH2:9][CH2:8][CH2:7][CH2:6][CH2:5][CH2:4][CH2:3][CH2:2][CH3:1]. The catalyst class is: 3. (5) Reactant: [NH2:1][C:2]1[C:6]2[C:7]([C:22]3[CH:27]=[CH:26][C:25]([O:28][C:29]4[CH:34]=[CH:33][CH:32]=[CH:31][CH:30]=4)=[CH:24][CH:23]=3)=[N:8][C:9]([CH:11]3[CH2:16][CH2:15][N:14]([C:17](=[O:21])[CH2:18][C:19]#[N:20])[CH2:13][CH2:12]3)=[CH:10][C:5]=2[NH:4][N:3]=1.N1[CH2:40][CH2:39][CH2:38][CH2:37]C1.N#N. Product: [NH2:1][C:2]1[C:6]2[C:7]([C:22]3[CH:23]=[CH:24][C:25]([O:28][C:29]4[CH:34]=[CH:33][CH:32]=[CH:31][CH:30]=4)=[CH:26][CH:27]=3)=[N:8][C:9]([CH:11]3[CH2:16][CH2:15][N:14]([C:17]([C:18](=[CH:37][CH:38]4[CH2:40][CH2:39]4)[C:19]#[N:20])=[O:21])[CH2:13][CH2:12]3)=[CH:10][C:5]=2[NH:4][N:3]=1. The catalyst class is: 5. (6) Reactant: C([O:5][C:6]([CH:8]1[CH2:12][CH:11]([O:13][C:14]2[CH:19]=[C:18]([C:20]3[CH:25]=[CH:24][CH:23]=[CH:22][CH:21]=3)[N:17]=[C:16]([O:26][CH3:27])[N:15]=2)[CH2:10][CH:9]1[C:28](=[O:40])[NH:29][C:30]1([C:35]([O:37][CH2:38][CH3:39])=[O:36])[CH2:32][CH:31]1[CH:33]=[CH2:34])=[O:7])(C)(C)C.C([SiH](CC)CC)C.C(O)(C(F)(F)F)=O. Product: [CH2:38]([O:37][C:35]([C:30]1([NH:29][C:28]([CH:9]2[CH2:10][CH:11]([O:13][C:14]3[CH:19]=[C:18]([C:20]4[CH:21]=[CH:22][CH:23]=[CH:24][CH:25]=4)[N:17]=[C:16]([O:26][CH3:27])[N:15]=3)[CH2:12][CH:8]2[C:6]([OH:7])=[O:5])=[O:40])[CH2:32][CH:31]1[CH:33]=[CH2:34])=[O:36])[CH3:39]. The catalyst class is: 2.